Dataset: Peptide-MHC class I binding affinity with 185,985 pairs from IEDB/IMGT. Task: Regression. Given a peptide amino acid sequence and an MHC pseudo amino acid sequence, predict their binding affinity value. This is MHC class I binding data. The peptide sequence is LEEDIQHFL. The MHC is HLA-A02:11 with pseudo-sequence HLA-A02:11. The binding affinity (normalized) is 0.0847.